This data is from Full USPTO retrosynthesis dataset with 1.9M reactions from patents (1976-2016). The task is: Predict the reactants needed to synthesize the given product. (1) Given the product [F:5][C:6]([F:14])([F:13])[C:7]1([C:9]([F:12])([F:11])[F:10])[O:3][CH2:2][CH2:1][O:8]1, predict the reactants needed to synthesize it. The reactants are: [CH2:1](Cl)[CH2:2][OH:3].[F:5][C:6]([F:14])([F:13])[C:7]([C:9]([F:12])([F:11])[F:10])=[O:8].COC(C)(C)C.C(=O)([O-])[O-].[K+].[K+]. (2) Given the product [CH3:29][S:26]([O:1][CH2:2][CH2:3][CH2:4][CH2:5][N:6]1[C:10](=[O:11])[C:9]2[CH:12]=[CH:13][CH:14]=[CH:15][C:8]=2[S:7]1(=[O:16])=[O:17])(=[O:27])=[O:25], predict the reactants needed to synthesize it. The reactants are: [OH:1][CH2:2][CH2:3][CH2:4][CH2:5][N:6]1[C:10](=[O:11])[C:9]2[CH:12]=[CH:13][CH:14]=[CH:15][C:8]=2[S:7]1(=[O:17])=[O:16].C(N(CC)CC)C.[O:25](S(C)(=O)=O)[S:26]([CH3:29])(=O)=[O:27].